This data is from Peptide-MHC class II binding affinity with 134,281 pairs from IEDB. The task is: Regression. Given a peptide amino acid sequence and an MHC pseudo amino acid sequence, predict their binding affinity value. This is MHC class II binding data. (1) The peptide sequence is NAAYNAADHAAPEDK. The MHC is HLA-DQA10104-DQB10503 with pseudo-sequence HLA-DQA10104-DQB10503. The binding affinity (normalized) is 0.469. (2) The peptide sequence is WVFSSVQPPKVPILL. The MHC is DRB1_0101 with pseudo-sequence DRB1_0101. The binding affinity (normalized) is 1.00. (3) The peptide sequence is DWSTRLRNDGNAI. The MHC is HLA-DPA10301-DPB10402 with pseudo-sequence HLA-DPA10301-DPB10402. The binding affinity (normalized) is 0.144. (4) The peptide sequence is KESGDAASGADGTYD. The binding affinity (normalized) is 0. The MHC is DRB1_0802 with pseudo-sequence DRB1_0802. (5) The peptide sequence is GWSSLGREYAAVAEE. The MHC is DRB1_0701 with pseudo-sequence DRB1_0701. The binding affinity (normalized) is 0.362. (6) The peptide sequence is NPMTVFWSKMAQSMT. The binding affinity (normalized) is 0.573. The MHC is HLA-DPA10301-DPB10402 with pseudo-sequence HLA-DPA10301-DPB10402.